This data is from NCI-60 drug combinations with 297,098 pairs across 59 cell lines. The task is: Regression. Given two drug SMILES strings and cell line genomic features, predict the synergy score measuring deviation from expected non-interaction effect. (1) Cell line: NCI-H522. Drug 2: CC1=C(C(=CC=C1)Cl)NC(=O)C2=CN=C(S2)NC3=CC(=NC(=N3)C)N4CCN(CC4)CCO. Drug 1: C1CCC(CC1)NC(=O)N(CCCl)N=O. Synergy scores: CSS=33.5, Synergy_ZIP=-4.43, Synergy_Bliss=4.83, Synergy_Loewe=-1.88, Synergy_HSA=9.21. (2) Drug 1: COC1=NC(=NC2=C1N=CN2C3C(C(C(O3)CO)O)O)N. Drug 2: CC(C)(C#N)C1=CC(=CC(=C1)CN2C=NC=N2)C(C)(C)C#N. Cell line: SW-620. Synergy scores: CSS=37.9, Synergy_ZIP=-8.19, Synergy_Bliss=-0.284, Synergy_Loewe=-0.0921, Synergy_HSA=0.103. (3) Drug 1: C1C(C(OC1N2C=NC3=C(N=C(N=C32)Cl)N)CO)O. Drug 2: C1CN(CCN1C(=O)CCBr)C(=O)CCBr. Cell line: OVCAR-8. Synergy scores: CSS=65.7, Synergy_ZIP=2.02, Synergy_Bliss=3.40, Synergy_Loewe=7.01, Synergy_HSA=9.53. (4) Drug 1: CNC(=O)C1=CC=CC=C1SC2=CC3=C(C=C2)C(=NN3)C=CC4=CC=CC=N4. Drug 2: CC1=CC2C(CCC3(C2CCC3(C(=O)C)OC(=O)C)C)C4(C1=CC(=O)CC4)C. Cell line: COLO 205. Synergy scores: CSS=-7.64, Synergy_ZIP=1.88, Synergy_Bliss=-4.13, Synergy_Loewe=-7.93, Synergy_HSA=-7.71.